This data is from Full USPTO retrosynthesis dataset with 1.9M reactions from patents (1976-2016). The task is: Predict the reactants needed to synthesize the given product. (1) Given the product [Cl:1][C:2]1[CH:3]=[C:4](/[CH:9]=[CH:10]/[C:11]([N:13]2[CH2:19][CH2:18][C:17](=[O:20])[N:16]([CH2:21][CH2:22][CH:23]([OH:24])[CH2:25][N:26]3[CH2:31][CH2:30][CH2:29][CH2:28][CH2:27]3)[CH2:15][CH2:14]2)=[O:12])[CH:5]=[CH:6][C:7]=1[Cl:8], predict the reactants needed to synthesize it. The reactants are: [Cl:1][C:2]1[CH:3]=[C:4](/[CH:9]=[CH:10]/[C:11]([N:13]2[CH2:19][CH2:18][C:17](=[O:20])[N:16]([CH2:21][CH2:22][CH:23]3[CH2:25][O:24]3)[CH2:15][CH2:14]2)=[O:12])[CH:5]=[CH:6][C:7]=1[Cl:8].[NH:26]1[CH2:31][CH2:30][CH2:29][CH2:28][CH2:27]1. (2) Given the product [Cl:1][C:2]1[CH:7]=[C:6]([C:17]2[CH:29]=[CH:28][C:20]3[N:21]=[C:22]([NH:24][C:25](=[O:27])[CH3:26])[S:23][C:19]=3[CH:18]=2)[CH:5]=[CH:4][N:3]=1, predict the reactants needed to synthesize it. The reactants are: [Cl:1][C:2]1[CH:7]=[C:6](I)[CH:5]=[CH:4][N:3]=1.CC1(C)C(C)(C)OB([C:17]2[CH:29]=[CH:28][C:20]3[N:21]=[C:22]([NH:24][C:25](=[O:27])[CH3:26])[S:23][C:19]=3[CH:18]=2)O1.C(=O)([O-])[O-].[Na+].[Na+]. (3) Given the product [CH2:7]([N:10]([CH2:11][CH:12]=[CH2:13])[C@@H:5]1[CH2:4][O:3][CH2:2][C@H:1]1[OH:6])[CH:8]=[CH2:9], predict the reactants needed to synthesize it. The reactants are: [CH:1]12[O:6][CH:5]1[CH2:4][O:3][CH2:2]2.[CH2:7]([NH:10][CH2:11][CH:12]=[CH2:13])[CH:8]=[CH2:9]. (4) Given the product [CH3:33][O:32][CH2:31][CH2:30][O:20][C:9]1[CH:8]=[CH:7][C:6]2[C@@H:5]3[C@H:14]([C@H:15]4[C@@:2]([CH2:3][CH2:4]3)([CH3:1])[C:18](=[O:19])[CH2:17][CH2:16]4)[CH2:13][CH2:12][C:11]=2[CH:10]=1, predict the reactants needed to synthesize it. The reactants are: [CH3:1][C@@:2]12[C:18](=[O:19])[CH2:17][CH2:16][C@H:15]1[C@H:14]1[C@@H:5]([C:6]3[CH:7]=[CH:8][C:9]([OH:20])=[CH:10][C:11]=3[CH2:12][CH2:13]1)[CH2:4][CH2:3]2.[Na+].[I-].C([O-])([O-])=O.[Cs+].[Cs+].Br[CH2:30][CH2:31][O:32][CH3:33].